From a dataset of Forward reaction prediction with 1.9M reactions from USPTO patents (1976-2016). Predict the product of the given reaction. (1) Given the reactants [C:1]1([C:7]2[CH:12]=[CH:11][C:10]([OH:13])=[CH:9][CH:8]=2)[CH:6]=[CH:5][CH:4]=[CH:3][CH:2]=1.[H-].[Na+].[C:16]([O:19][CH2:20][CH2:21]Br)(=[O:18])[CH3:17], predict the reaction product. The product is: [CH2:20]([O:19][C:16](=[O:18])[CH2:17][O:13][C:10]1[CH:9]=[CH:8][C:7]([C:1]2[CH:2]=[CH:3][CH:4]=[CH:5][CH:6]=2)=[CH:12][CH:11]=1)[CH3:21]. (2) The product is: [CH3:7][O:8][C:9]1[CH:17]=[N:16][CH:15]=[CH:14][C:10]=1[CH2:11][OH:12]. Given the reactants B.O1CCCC1.[CH3:7][O:8][C:9]1[CH:17]=[N:16][CH:15]=[CH:14][C:10]=1[C:11](O)=[O:12].Cl, predict the reaction product.